Dataset: Full USPTO retrosynthesis dataset with 1.9M reactions from patents (1976-2016). Task: Predict the reactants needed to synthesize the given product. (1) Given the product [F:1][C:2]1[CH:32]=[CH:31][C:5]([CH2:6][N:7]2[C@@H:12]([CH3:13])[CH2:11][N:10]([C:14](=[O:29])[CH2:15][CH2:16][C:17]3[CH:27]=[CH:26][C:25]([CH3:28])=[CH:24][C:18]=3[O:19][CH2:20][C:21]([NH:49][S:46]([CH3:45])(=[O:48])=[O:47])=[O:22])[C@H:9]([CH3:30])[CH2:8]2)=[CH:4][CH:3]=1, predict the reactants needed to synthesize it. The reactants are: [F:1][C:2]1[CH:32]=[CH:31][C:5]([CH2:6][N:7]2[C@@H:12]([CH3:13])[CH2:11][N:10]([C:14](=[O:29])[CH2:15][CH2:16][C:17]3[CH:27]=[CH:26][C:25]([CH3:28])=[CH:24][C:18]=3[O:19][CH2:20][C:21](O)=[O:22])[C@H:9]([CH3:30])[CH2:8]2)=[CH:4][CH:3]=1.Cl.CN(C)CCCN=C=NCC.[CH3:45][S:46]([NH2:49])(=[O:48])=[O:47].C(N(CC)CC)C. (2) Given the product [NH2:1][C:2]1[N:7]=[C:6]([NH:36][CH2:35][C:34]2[C:33]([Cl:18])=[CH:32][C:42]([C:28]([F:31])([F:30])[F:29])=[CH:41][N:40]=2)[C:5]([C:11]#[N:12])=[C:4]([N:13]2[CH:17]=[CH:16][CH:15]=[N:14]2)[N:3]=1, predict the reactants needed to synthesize it. The reactants are: [NH2:1][C:2]1[N:7]=[C:6](S(C)=O)[C:5]([C:11]#[N:12])=[C:4]([N:13]2[CH:17]=[CH:16][CH:15]=[N:14]2)[N:3]=1.[ClH:18].NCC1C(Cl)=CC=C([C:28]([F:31])([F:30])[F:29])N=1.[CH2:32]1[CH2:42][CH2:41][N:40]2[C:35](=[N:36]CCC2)[CH2:34][CH2:33]1. (3) Given the product [CH3:13][O:12][C:9]1[CH:10]=[CH:11][C:2]([C:15]2[S:14][CH:18]=[CH:17][CH:16]=2)=[C:3]([CH:8]=1)[C:4]([O:6][CH3:7])=[O:5], predict the reactants needed to synthesize it. The reactants are: Br[C:2]1[CH:11]=[CH:10][C:9]([O:12][CH3:13])=[CH:8][C:3]=1[C:4]([O:6][CH3:7])=[O:5].[S:14]1[CH:18]=[CH:17][CH:16]=[C:15]1B(O)O.C1(C)C=CC=CC=1P(C1C=CC=CC=1C)C1C=CC=CC=1C.C([O-])([O-])=O.[K+].[K+]. (4) The reactants are: [NH2:1][C:2]1[CH:24]=[CH:23][C:5]([O:6][CH2:7][CH2:8][C:9]2[N:14]=[C:13]([NH:15][C:16](=[O:22])[O:17][C:18]([CH3:21])([CH3:20])[CH3:19])[CH:12]=[CH:11][CH:10]=2)=[CH:4][CH:3]=1.[F:25][C:26]([F:43])([F:42])[C:27]1[CH:32]=[CH:31][C:30]([C:33]2[CH2:38][CH2:37][CH2:36][CH2:35][C:34]=2[C:39](O)=[O:40])=[CH:29][CH:28]=1.O.ON1C2C=CC=CC=2N=N1.Cl.CN(C)CCCN=C=NCC. Given the product [F:25][C:26]([F:42])([F:43])[C:27]1[CH:28]=[CH:29][C:30]([C:33]2[CH2:38][CH2:37][CH2:36][CH2:35][C:34]=2[C:39]([NH:1][C:2]2[CH:3]=[CH:4][C:5]([O:6][CH2:7][CH2:8][C:9]3[N:14]=[C:13]([NH:15][C:16](=[O:22])[O:17][C:18]([CH3:21])([CH3:19])[CH3:20])[CH:12]=[CH:11][CH:10]=3)=[CH:23][CH:24]=2)=[O:40])=[CH:31][CH:32]=1, predict the reactants needed to synthesize it. (5) Given the product [F:26][C:23]([F:24])([F:25])[C:21]1[CH:20]=[CH:19][C:18]([O:27][CH2:28][CH:29]2[CH2:34][CH2:33][CH2:32][CH2:31][CH2:30]2)=[C:17]([C:12]2[N:11]([C:7]3[CH:6]=[C:5]([CH:10]=[CH:9][CH:8]=3)[C:4]([OH:35])=[O:3])[C:15]([CH3:16])=[CH:14][CH:13]=2)[CH:22]=1, predict the reactants needed to synthesize it. The reactants are: C([O:3][C:4](=[O:35])[C:5]1[CH:10]=[CH:9][CH:8]=[C:7]([N:11]2[C:15]([CH3:16])=[CH:14][CH:13]=[C:12]2[C:17]2[CH:22]=[C:21]([C:23]([F:26])([F:25])[F:24])[CH:20]=[CH:19][C:18]=2[O:27][CH2:28][CH:29]2[CH2:34][CH2:33][CH2:32][CH2:31][CH2:30]2)[CH:6]=1)C.[OH-].[Na+].CCO. (6) Given the product [CH2:6]([O:8][C:9]([C:10]1[S:25][C:24]([NH2:26])=[N:23][C:11]=1[C:13]1[N:14]([CH2:18][CH:19]2[CH2:21][CH2:20]2)[N:15]=[CH:16][N:17]=1)=[O:22])[CH3:7], predict the reactants needed to synthesize it. The reactants are: S(Cl)(Cl)(=O)=O.[CH2:6]([O:8][C:9](=[O:22])[CH2:10][C:11]([C:13]1[N:14]([CH2:18][CH:19]2[CH2:21][CH2:20]2)[N:15]=[CH:16][N:17]=1)=O)[CH3:7].[NH2:23][C:24]([NH2:26])=[S:25]. (7) The reactants are: Cl[C:2]1[C:11]2[C:6](=[CH:7][C:8]([O:14][CH2:15][CH:16]3[CH2:21][CH2:20][N:19]([CH3:22])[CH2:18][CH2:17]3)=[C:9]([O:12][CH3:13])[CH:10]=2)[N:5]=[CH:4][N:3]=1.[CH3:23][C:24]1[CH:33]=[C:32]([CH3:34])[C:31]2[C:26](=[CH:27][C:28]([OH:35])=[CH:29][CH:30]=2)[N:25]=1. Given the product [CH3:23][C:24]1[CH:33]=[C:32]([CH3:34])[C:31]2[C:26](=[CH:27][C:28]([O:35][C:2]3[C:11]4[C:6](=[CH:7][C:8]([O:14][CH2:15][CH:16]5[CH2:21][CH2:20][N:19]([CH3:22])[CH2:18][CH2:17]5)=[C:9]([O:12][CH3:13])[CH:10]=4)[N:5]=[CH:4][N:3]=3)=[CH:29][CH:30]=2)[N:25]=1, predict the reactants needed to synthesize it. (8) Given the product [CH3:1][O:2][C:3]([C@H:5]1[C@H:10]([OH:11])[CH2:9][CH2:8][C:7]2([CH2:16][CH2:15][CH2:14][CH2:13][CH2:12]2)[CH2:6]1)=[O:4].[CH3:1][O:2][C:3]([C@H:5]1[C@@H:10]([OH:11])[CH2:9][CH2:8][C:7]2([CH2:16][CH2:15][CH2:14][CH2:13][CH2:12]2)[CH2:6]1)=[O:4], predict the reactants needed to synthesize it. The reactants are: [CH3:1][O:2][C:3]([CH:5]1[C:10](=[O:11])[CH2:9][CH2:8][C:7]2([CH2:16][CH2:15][CH2:14][CH2:13][CH2:12]2)[CH2:6]1)=[O:4].CO.[BH4-].[Na+].Cl. (9) Given the product [OH:1][CH:2]1[CH2:7][CH2:6][N:5]([C:8]([O:10][C:11]([CH3:14])([CH3:13])[CH3:12])=[O:9])[CH:4]([C:15]2[CH:16]=[CH:17][CH:18]=[CH:19][CH:20]=2)[CH2:3]1, predict the reactants needed to synthesize it. The reactants are: [O:1]=[C:2]1[CH2:7][CH2:6][N:5]([C:8]([O:10][C:11]([CH3:14])([CH3:13])[CH3:12])=[O:9])[CH:4]([C:15]2[CH:20]=[CH:19][CH:18]=[CH:17][CH:16]=2)[CH2:3]1.CCC(C)[BH-](C(C)CC)C(C)CC.[Li+].